From a dataset of Full USPTO retrosynthesis dataset with 1.9M reactions from patents (1976-2016). Predict the reactants needed to synthesize the given product. (1) Given the product [C:2]1([CH:24]=[CH:25][C:2]2[CH:11]=[CH:10][C:5]3[NH:6][C:7](=[O:9])[S:8][C:4]=3[CH:3]=2)[CH:11]=[CH:10][CH:5]=[CH:4][CH:3]=1, predict the reactants needed to synthesize it. The reactants are: N[C:2]1[CH:11]=[CH:10][C:5]2[NH:6][C:7](=[O:9])[S:8][C:4]=2[CH:3]=1.N([O-])=O.[Na+].B(F)(F)F.O1[CH2:25][CH2:24]OCC1. (2) Given the product [Cl:17][C:15]1[CH:16]=[C:11]([CH:12]=[C:13]([Cl:40])[C:14]=1[C:18]1[NH:22][C:21]2[CH:23]=[C:24]([C:27](=[O:39])[NH:28][C:29]3[CH:38]=[CH:37][C:36]4[C:31](=[CH:32][CH:33]=[CH:34][CH:35]=4)[N:30]=3)[CH:25]=[CH:26][C:20]=2[N:19]=1)[O:10][CH2:9][P:4](=[O:3])([OH:8])[OH:5], predict the reactants needed to synthesize it. The reactants are: C([O:3][P:4]([CH2:9][O:10][C:11]1[CH:16]=[C:15]([Cl:17])[C:14]([C:18]2[NH:22][C:21]3[CH:23]=[C:24]([C:27](=[O:39])[NH:28][C:29]4[CH:38]=[CH:37][C:36]5[C:31](=[CH:32][CH:33]=[CH:34][CH:35]=5)[N:30]=4)[CH:25]=[CH:26][C:20]=3[N:19]=2)=[C:13]([Cl:40])[CH:12]=1)(=[O:8])[O:5]CC)C.C[Si](Br)(C)C.